Dataset: Full USPTO retrosynthesis dataset with 1.9M reactions from patents (1976-2016). Task: Predict the reactants needed to synthesize the given product. (1) Given the product [CH2:1]([N:8]1[C:12]([C:13]2[CH:18]=[CH:17][CH:16]=[CH:15][CH:14]=2)=[C:11]([C:33]2[CH2:38][CH2:37][CH2:36][CH2:35][CH:34]=2)[C:10]2[CH:19]=[C:20]([C:22]([O:24][CH3:25])=[O:23])[S:21][C:9]1=2)[C:2]1[CH:3]=[CH:4][CH:5]=[CH:6][CH:7]=1, predict the reactants needed to synthesize it. The reactants are: [CH2:1]([N:8]1[C:12]([C:13]2[CH:18]=[CH:17][CH:16]=[CH:15][CH:14]=2)=[CH:11][C:10]2[CH:19]=[C:20]([C:22]([O:24][CH3:25])=[O:23])[S:21][C:9]1=2)[C:2]1[CH:7]=[CH:6][CH:5]=[CH:4][CH:3]=1.C(OC(=O)C)(=O)C.[C:33]1(=O)[CH2:38][CH2:37][CH2:36][CH2:35][CH2:34]1.P(=O)(O)(O)O. (2) Given the product [NH2:35][N:6]1[N:5]=[C:4]([CH:1]([CH3:3])[CH3:2])[C:13]2[C:8](=[CH:9][CH:10]=[CH:11][CH:12]=2)[C:7]1=[O:14], predict the reactants needed to synthesize it. The reactants are: [CH:1]([C:4]1[C:13]2[C:8](=[CH:9][CH:10]=[CH:11][CH:12]=2)[C:7](=[O:14])[NH:6][N:5]=1)([CH3:3])[CH3:2].CC([O-])(C)C.[K+].C1(P([NH:35]O)(C2C=CC=CC=2)=O)C=CC=CC=1. (3) Given the product [CH:1]([C:4]1[CH:9]=[CH:8][C:7]([N:10]([CH2:30][C:29]([N:26]2[CH2:27][CH2:28][O:23][CH2:24][CH2:25]2)=[O:32])[C:11]([CH:13]2[C:22]3[C:17](=[CH:18][CH:19]=[CH:20][CH:21]=3)[CH2:16][CH2:15][CH2:14]2)=[O:12])=[CH:6][CH:5]=1)([CH3:3])[CH3:2], predict the reactants needed to synthesize it. The reactants are: [CH:1]([C:4]1[CH:9]=[CH:8][C:7]([NH:10][C:11]([CH:13]2[C:22]3[C:17](=[CH:18][CH:19]=[CH:20][CH:21]=3)[CH2:16][CH2:15][CH2:14]2)=[O:12])=[CH:6][CH:5]=1)([CH3:3])[CH3:2].[O:23]1[CH2:28][CH2:27][N:26]([C:29](=[O:32])[CH2:30]Cl)[CH2:25][CH2:24]1. (4) Given the product [Br:13][C:14]1[CH:15]=[C:16]([CH:20]2[CH2:6][CH:21]2[C:22]([O:24][CH2:25][CH3:26])=[O:23])[CH:17]=[CH:18][CH:19]=1, predict the reactants needed to synthesize it. The reactants are: CS(C)=O.[I-].[CH3:6][S+](C)(C)=O.[H-].[Na+].[Br:13][C:14]1[CH:15]=[C:16](/[CH:20]=[CH:21]/[C:22]([O:24][CH2:25][CH3:26])=[O:23])[CH:17]=[CH:18][CH:19]=1. (5) Given the product [CH3:1][O:2][C:3](=[O:24])[C@H:4]([CH3:23])[NH:5][C:6](=[O:22])[C@H:7]([CH3:21])[NH:8][C:9](=[O:20])[C@H:10]([CH2:12][CH2:13][CH2:14][CH2:15][NH:16][C:17](=[S:19])[CH3:18])[NH:11][C:32](=[O:33])[C:31]1[CH:30]=[CH:29][C:28]([N:25]=[N+:26]=[N-:27])=[CH:36][CH:35]=1, predict the reactants needed to synthesize it. The reactants are: [CH3:1][O:2][C:3](=[O:24])[C@H:4]([CH3:23])[NH:5][C:6](=[O:22])[C@H:7]([CH3:21])[NH:8][C:9](=[O:20])[C@H:10]([CH2:12][CH2:13][CH2:14][CH2:15][NH:16][C:17](=[S:19])[CH3:18])[NH2:11].[N:25]([C:28]1[CH:36]=[CH:35][C:31]([C:32](O)=[O:33])=[CH:30][CH:29]=1)=[N+:26]=[N-:27].C1CN([P+](ON2N=NC3C=CC=CC2=3)(N2CCCC2)N2CCCC2)CC1.F[P-](F)(F)(F)(F)F.CCN(C(C)C)C(C)C. (6) Given the product [CH2:29]([N:10]1[CH:11]=[C:12]([CH2:13][N:14]2[CH2:18][CH:17]3[CH2:19][N:20]([C:22]([O:24][C:25]([CH3:28])([CH3:27])[CH3:26])=[O:23])[CH2:21][CH:16]3[CH2:15]2)[C:8]([C:4]2[CH:5]=[CH:6][CH:7]=[C:2]([N:31]3[CH2:36][CH2:35][CH2:34][CH2:33][CH2:32]3)[CH:3]=2)=[N:9]1)[CH3:30], predict the reactants needed to synthesize it. The reactants are: Br[C:2]1[CH:3]=[C:4]([C:8]2[C:12]([CH2:13][N:14]3[CH2:18][CH:17]4[CH2:19][N:20]([C:22]([O:24][C:25]([CH3:28])([CH3:27])[CH3:26])=[O:23])[CH2:21][CH:16]4[CH2:15]3)=[CH:11][N:10]([CH2:29][CH3:30])[N:9]=2)[CH:5]=[CH:6][CH:7]=1.[NH:31]1[CH2:36][CH2:35][CH2:34][CH2:33][CH2:32]1.C1(P(C2CCCCC2)C2C=CC=CC=2C2C(OC(C)C)=CC=CC=2OC(C)C)CCCCC1.CC(C)([O-])C.[Na+].